From a dataset of Retrosynthesis with 50K atom-mapped reactions and 10 reaction types from USPTO. Predict the reactants needed to synthesize the given product. The reactants are: C1=CCNC1.O=C(O)c1cccc(-c2cccc3cc(C(=O)N[C@H]4CN5CCC4CC5)sc23)c1. Given the product O=C(N[C@H]1CN2CCC1CC2)c1cc2cccc(-c3cccc(C(=O)N4CC=CC4)c3)c2s1, predict the reactants needed to synthesize it.